From a dataset of Forward reaction prediction with 1.9M reactions from USPTO patents (1976-2016). Predict the product of the given reaction. (1) Given the reactants [CH3:1][O:2][C:3]1[CH:4]=[C:5]2[C:10](=[CH:11][CH:12]=1)[C:9]([C:13](=[O:29])[C:14]1[CH:19]=[CH:18][C:17]([O:20][CH2:21][CH2:22][N:23]3[CH2:28][CH2:27][CH2:26][CH2:25][CH2:24]3)=[CH:16][CH:15]=1)=[C:8](OS(C(F)(F)F)(=O)=O)[CH:7]=[CH:6]2.B#B.C1(P(C2CCCCC2)C2CCCCC2)CCCCC1.[F-].[Cs+].Br[C:62]1[CH:67]=[CH:66][C:65]([S:68]([CH3:71])(=[O:70])=[O:69])=[CH:64][C:63]=1[O:72][CH:73]([CH3:75])[CH3:74], predict the reaction product. The product is: [CH:73]([O:72][C:63]1[CH:64]=[C:65]([S:68]([CH3:71])(=[O:70])=[O:69])[CH:66]=[CH:67][C:62]=1[C:8]1[CH:7]=[CH:6][C:5]2[C:10](=[CH:11][CH:12]=[C:3]([O:2][CH3:1])[CH:4]=2)[C:9]=1[C:13]([C:14]1[CH:19]=[CH:18][C:17]([O:20][CH2:21][CH2:22][N:23]2[CH2:28][CH2:27][CH2:26][CH2:25][CH2:24]2)=[CH:16][CH:15]=1)=[O:29])([CH3:75])[CH3:74]. (2) Given the reactants [NH2:1][C:2]1[CH:16]=[CH:15][C:5]([C:6]([C:8]2[CH:13]=[CH:12][C:11]([NH2:14])=[CH:10][CH:9]=2)=[O:7])=[CH:4][CH:3]=1.[N:17]1([C:23]2[CH:31]=[CH:30][C:26]([C:27]([O-])=[O:28])=[CH:25][CH:24]=2)[CH2:22][CH2:21][CH2:20][CH2:19][CH2:18]1, predict the reaction product. The product is: [C:6]([C:8]1[CH:13]=[CH:12][C:11]([NH:14][C:27](=[O:28])[C:26]2[CH:30]=[CH:31][C:23]([N:17]3[CH2:22][CH2:21][CH2:20][CH2:19][CH2:18]3)=[CH:24][CH:25]=2)=[CH:10][CH:9]=1)([C:5]1[CH:15]=[CH:16][C:2]([NH:1][C:27](=[O:28])[C:26]2[CH:30]=[CH:31][C:23]([N:17]3[CH2:22][CH2:21][CH2:20][CH2:19][CH2:18]3)=[CH:24][CH:25]=2)=[CH:3][CH:4]=1)=[O:7]. (3) Given the reactants [Cl:1][C:2]1[C:11]2[C:6](=[CH:7][C:8]([C:12]#[N:13])=[CH:9][CH:10]=2)[C:5]([NH:14][CH2:15][C:16]2[CH:21]=[CH:20][C:19]([O:22][CH3:23])=[C:18]([Cl:24])[CH:17]=2)=[N:4][N:3]=1.Cl.[OH:26][C@@H:27]1[CH2:32][CH2:31][CH2:30][NH:29][CH2:28]1.C(N(C(C)C)CC)(C)C.CN1CCCC1=O, predict the reaction product. The product is: [ClH:1].[Cl:24][C:18]1[CH:17]=[C:16]([CH:21]=[CH:20][C:19]=1[O:22][CH3:23])[CH2:15][NH:14][C:5]1[C:6]2[C:11](=[CH:10][CH:9]=[C:8]([C:12]#[N:13])[CH:7]=2)[C:2]([N:29]2[CH2:30][CH2:31][CH2:32][C@@H:27]([OH:26])[CH2:28]2)=[N:3][N:4]=1. (4) Given the reactants [Cl:1][C:2]1[CH:3]=[C:4]([CH:18]=[CH:19][C:20]=1[Cl:21])[O:5][CH:6]1[CH2:11][CH2:10][N:9]([CH2:12][C@H:13]([OH:17])[CH2:14][NH:15][CH3:16])[CH2:8][CH2:7]1.[O:22]=[C:23]1[NH:27][C:26]([C:28]([F:31])([F:30])[F:29])=[C:25]([C:32]([OH:34])=O)[S:24]1, predict the reaction product. The product is: [Cl:1][C:2]1[CH:3]=[C:4]([CH:18]=[CH:19][C:20]=1[Cl:21])[O:5][CH:6]1[CH2:7][CH2:8][N:9]([CH2:12][C@H:13]([OH:17])[CH2:14][N:15]([CH3:16])[C:32]([C:25]2[S:24][C:23](=[O:22])[NH:27][C:26]=2[C:28]([F:29])([F:30])[F:31])=[O:34])[CH2:10][CH2:11]1. (5) Given the reactants Cl[C:2]1[N:3]=[C:4]([NH:12][CH:13]([CH2:16][OH:17])[CH2:14][OH:15])[C:5]2[S:10][CH:9]=[C:8]([CH3:11])[C:6]=2[N:7]=1.[CH2:18]([NH2:21])[CH:19]=[CH2:20].C(=O)([O-])O.[Na+], predict the reaction product. The product is: [CH2:18]([NH:21][C:2]1[N:3]=[C:4]([NH:12][CH:13]([CH2:16][OH:17])[CH2:14][OH:15])[C:5]2[S:10][CH:9]=[C:8]([CH3:11])[C:6]=2[N:7]=1)[CH:19]=[CH2:20].